From a dataset of Full USPTO retrosynthesis dataset with 1.9M reactions from patents (1976-2016). Predict the reactants needed to synthesize the given product. (1) Given the product [Br:15][CH2:12][C:3]1[C:4]([C:8]([F:11])([F:10])[F:9])=[N:5][N:6]([CH3:7])[C:2]=1[F:1], predict the reactants needed to synthesize it. The reactants are: [F:1][C:2]1[N:6]([CH3:7])[N:5]=[C:4]([C:8]([F:11])([F:10])[F:9])[C:3]=1[CH2:12]O.P(Br)(Br)[Br:15].O. (2) Given the product [CH2:1]([O:3][C:4]([C:6]1[NH:7][C:8]([CH3:15])=[C:9]([C:12](=[O:14])[CH:13]=[CH:21][N:22]([CH3:24])[CH3:23])[C:10]=1[CH3:11])=[O:5])[CH3:2], predict the reactants needed to synthesize it. The reactants are: [CH2:1]([O:3][C:4]([C:6]1[NH:7][C:8]([CH3:15])=[C:9]([C:12](=[O:14])[CH3:13])[C:10]=1[CH3:11])=[O:5])[CH3:2].CC(O[CH:21](N(C)C)[N:22]([CH3:24])[CH3:23])(C)C. (3) Given the product [C:1]([O:5][C:6]([N:8]1[CH2:12][CH2:11][CH:10]([CH2:13][NH:14][C:16]2[O:17][C:18]3[CH:24]=[C:23]([Cl:25])[CH:22]=[CH:21][C:19]=3[N:20]=2)[CH2:9]1)=[O:7])([CH3:4])([CH3:3])[CH3:2], predict the reactants needed to synthesize it. The reactants are: [C:1]([O:5][C:6]([N:8]1[CH2:12][CH2:11][CH:10]([CH2:13][NH2:14])[CH2:9]1)=[O:7])([CH3:4])([CH3:3])[CH3:2].Cl[C:16]1[O:17][C:18]2[CH:24]=[C:23]([Cl:25])[CH:22]=[CH:21][C:19]=2[N:20]=1.CCN(CC)CC. (4) The reactants are: [Br:1][C:2]1[CH:7]=[CH:6][C:5]([C:8]([C:10]2[CH:15]=[CH:14][CH:13]=[CH:12][CH:11]=2)=[O:9])=[CH:4][C:3]=1[F:16].[CH3:17][Mg]Br. Given the product [Br:1][C:2]1[CH:7]=[CH:6][C:5]([C:8]([C:10]2[CH:15]=[CH:14][CH:13]=[CH:12][CH:11]=2)([OH:9])[CH3:17])=[CH:4][C:3]=1[F:16], predict the reactants needed to synthesize it. (5) Given the product [C:1]([O:4][CH2:8][Si:9]([O:12][CH3:13])([CH3:11])[CH3:10])(=[O:3])[CH3:2], predict the reactants needed to synthesize it. The reactants are: [C:1]([O-:4])(=[O:3])[CH3:2].[Na+].[SiH4].Cl[CH2:8][Si:9]([O:12][CH3:13])([CH3:11])[CH3:10]. (6) Given the product [CH3:8][O:7][CH:3]([O:2][CH3:1])[C:12]1[CH:10]=[CH:9][N:26]=[C:24]([NH:23][CH3:22])[N:25]=1, predict the reactants needed to synthesize it. The reactants are: [CH3:1][O:2][CH:3]([O:7][CH3:8])N(C)C.[CH3:9][C:10]([CH:12](OC)OC)=O.[O-]CC.[Na+].Cl.[CH3:22][NH:23][C:24]([NH2:26])=[NH:25]. (7) Given the product [C:42]([O:41][C:39]([N:36]1[CH2:37][CH2:38][N:33]([C:31]2[CH:30]=[CH:29][N:28]=[C:27]([Cl:1])[CH:32]=2)[CH2:34][CH2:35]1)=[O:40])([CH3:45])([CH3:44])[CH3:43], predict the reactants needed to synthesize it. The reactants are: [ClH:1].Cl.C1(NC2C=C(N3CCNCC3)C=CN=2)CCCC1.C1(N[C:27]2[CH:32]=[C:31]([N:33]3[CH2:38][CH2:37][N:36]([C:39]([O:41][C:42]([CH3:45])([CH3:44])[CH3:43])=[O:40])[CH2:35][CH2:34]3)[CH:30]=[CH:29][N:28]=2)CCCC1.